The task is: Regression. Given two drug SMILES strings and cell line genomic features, predict the synergy score measuring deviation from expected non-interaction effect.. This data is from NCI-60 drug combinations with 297,098 pairs across 59 cell lines. (1) Drug 1: CC(C1=C(C=CC(=C1Cl)F)Cl)OC2=C(N=CC(=C2)C3=CN(N=C3)C4CCNCC4)N. Drug 2: CN1CCC(CC1)COC2=C(C=C3C(=C2)N=CN=C3NC4=C(C=C(C=C4)Br)F)OC. Cell line: SK-MEL-2. Synergy scores: CSS=4.85, Synergy_ZIP=-0.129, Synergy_Bliss=6.92, Synergy_Loewe=2.39, Synergy_HSA=2.99. (2) Drug 1: C1C(C(OC1N2C=C(C(=O)NC2=O)F)CO)O. Drug 2: CCCCCOC(=O)NC1=NC(=O)N(C=C1F)C2C(C(C(O2)C)O)O. Cell line: NCI-H322M. Synergy scores: CSS=-6.31, Synergy_ZIP=3.48, Synergy_Bliss=1.73, Synergy_Loewe=-8.46, Synergy_HSA=-7.41. (3) Drug 2: C1CN(P(=O)(OC1)NCCCl)CCCl. Synergy scores: CSS=80.2, Synergy_ZIP=10.9, Synergy_Bliss=10.6, Synergy_Loewe=-13.9, Synergy_HSA=10.3. Drug 1: CC1=C(C(=CC=C1)Cl)NC(=O)C2=CN=C(S2)NC3=CC(=NC(=N3)C)N4CCN(CC4)CCO. Cell line: K-562. (4) Drug 1: CCN(CC)CCCC(C)NC1=C2C=C(C=CC2=NC3=C1C=CC(=C3)Cl)OC. Drug 2: CC1C(C(CC(O1)OC2CC(CC3=C2C(=C4C(=C3O)C(=O)C5=CC=CC=C5C4=O)O)(C(=O)C)O)N)O. Cell line: SK-MEL-5. Synergy scores: CSS=49.7, Synergy_ZIP=-3.37, Synergy_Bliss=-3.46, Synergy_Loewe=-5.36, Synergy_HSA=-1.91. (5) Drug 1: C1=CC(=C2C(=C1NCCNCCO)C(=O)C3=C(C=CC(=C3C2=O)O)O)NCCNCCO. Drug 2: C1=CN(C=N1)CC(O)(P(=O)(O)O)P(=O)(O)O. Cell line: RPMI-8226. Synergy scores: CSS=-2.16, Synergy_ZIP=-19.5, Synergy_Bliss=-42.2, Synergy_Loewe=-77.2, Synergy_HSA=-43.8.